Dataset: Full USPTO retrosynthesis dataset with 1.9M reactions from patents (1976-2016). Task: Predict the reactants needed to synthesize the given product. Given the product [CH2:29]([O:31][C:32]([C:33]1[CH:27]([C:22]2[CH:23]=[CH:24][CH:25]=[C:26]3[C:21]=2[CH:20]=[CH:19][NH:18]3)[C:13]2[C:14](=[O:16])[O:15][CH:10]([C:3]3[C:2]([CH3:1])=[CH:7][C:6]([CH3:8])=[CH:5][C:4]=3[CH3:9])[CH2:11][C:12]=2[NH:57][C:34]=1[C@@H:36]1[CH2:40][CH2:39][CH2:38][N:37]1[CH3:41])=[O:42])[CH3:30], predict the reactants needed to synthesize it. The reactants are: [CH3:1][C:2]1[CH:7]=[C:6]([CH3:8])[CH:5]=[C:4]([CH3:9])[C:3]=1[CH:10]1[O:15][C:14](=[O:16])[CH2:13][C:12](=O)[CH2:11]1.[NH:18]1[C:26]2[CH:25]=[CH:24][CH:23]=[C:22]([CH:27]=O)[C:21]=2[CH:20]=[CH:19]1.[CH2:29]([O:31][C:32](=[O:42])[CH2:33][C:34]([C@@H:36]1[CH2:40][CH2:39][CH2:38][N:37]1[CH3:41])=O)[CH3:30].C([O-])(=O)C.[NH4+].F[B-](F)(F)F.C([N+:57]1C=CN(C)C=1)CCC.